From a dataset of Reaction yield outcomes from USPTO patents with 853,638 reactions. Predict the reaction yield, written as a fraction of the theoretical maximum amount of product (1.0 means a 100% yield; for example, 0.34 means a 34% yield). (1) The reactants are C[O:2][C:3](=O)[CH2:4][CH2:5][C:6]1[S:10][C:9]2[CH:11]=[CH:12][CH:13]=[CH:14][C:8]=2[C:7]=1[Cl:15].[Li+].[BH4-].CO.[OH-].[Na+]. The catalyst is CCOCC. The product is [Cl:15][C:7]1[C:8]2[CH:14]=[CH:13][CH:12]=[CH:11][C:9]=2[S:10][C:6]=1[CH2:5][CH2:4][CH2:3][OH:2]. The yield is 0.790. (2) The reactants are C[O:2][C:3]([C:5]1[CH:10]=[C:9]([O:11][CH3:12])[C:8]([C:13]2[CH:18]=[CH:17][CH:16]=[CH:15][CH:14]=2)=[C:7]([O:19][CH3:20])[CH:6]=1)=[O:4].[OH-].[Na+]. The catalyst is C1COCC1. The product is [CH3:20][O:19][C:7]1[CH:6]=[C:5]([C:3]([OH:4])=[O:2])[CH:10]=[C:9]([O:11][CH3:12])[C:8]=1[C:13]1[CH:18]=[CH:17][CH:16]=[CH:15][CH:14]=1. The yield is 0.705. (3) The reactants are C(OC([N:8]1[CH2:13][CH2:12][CH2:11][C@@H:10]([N:14]2[C:22](=[O:23])[N:21](COCC[Si](C)(C)C)[C:20]3[C:15]2=[N:16][C:17]([C:32]2[N:36]4[CH:37]=[C:38]([F:41])[CH:39]=[CH:40][C:35]4=[N:34][CH:33]=2)=[N:18][CH:19]=3)[CH2:9]1)=O)(C)(C)C.O.C(=O)([O-])O.[Na+]. The catalyst is FC(F)(F)C(O)=O. The product is [F:41][C:38]1[CH:39]=[CH:40][C:35]2[N:36]([C:32]([C:17]3[N:16]=[C:15]4[C:20]([NH:21][C:22](=[O:23])[N:14]4[C@@H:10]4[CH2:11][CH2:12][CH2:13][NH:8][CH2:9]4)=[CH:19][N:18]=3)=[CH:33][N:34]=2)[CH:37]=1. The yield is 0.260. (4) The reactants are [CH3:1][C:2]1[O:6][N:5]=[C:4]([C:7]2[CH:12]=[CH:11][CH:10]=[CH:9][CH:8]=2)[C:3]=1[CH2:13][O:14][C:15]1[CH:23]=[CH:22][C:18]([C:19]([OH:21])=O)=[CH:17][N:16]=1.Cl.[C:25]([O:29][C:30](=[O:33])[CH2:31][NH2:32])([CH3:28])([CH3:27])[CH3:26]. No catalyst specified. The product is [C:25]([O:29][C:30](=[O:33])[CH2:31][NH:32][C:19]([C:18]1[CH:17]=[N:16][C:15]([O:14][CH2:13][C:3]2[C:4]([C:7]3[CH:8]=[CH:9][CH:10]=[CH:11][CH:12]=3)=[N:5][O:6][C:2]=2[CH3:1])=[CH:23][CH:22]=1)=[O:21])([CH3:28])([CH3:27])[CH3:26]. The yield is 0.810. (5) The reactants are FC(F)(F)[C:3]1[CH:4]=[C:5]([NH:9][C:10](=[O:29])[NH:11][C:12]2[CH:17]=[CH:16][C:15]([C:18]3[S:22][C:21]([CH2:23]CC(OC)=O)=[N:20][CH:19]=3)=[CH:14][CH:13]=2)[CH:6]=[CH:7][CH:8]=1.NC1C=CC(C2SC(C3[CH2:49][CH2:48][CH:47]([C:50]([O:52][CH3:53])=[O:51])[CH2:46][CH2:45]3)=NC=2)=CC=1.N(C1CCCCC1)=C=O. No catalyst specified. The product is [CH:5]1([NH:9][C:10](=[O:29])[NH:11][C:12]2[CH:13]=[CH:14][C:15]([C:18]3[S:22][C:21]([CH:23]4[CH2:49][CH2:48][CH:47]([C:50]([O:52][CH3:53])=[O:51])[CH2:46][CH2:45]4)=[N:20][CH:19]=3)=[CH:16][CH:17]=2)[CH2:4][CH2:3][CH2:8][CH2:7][CH2:6]1. The yield is 0.800.